Dataset: Reaction yield outcomes from USPTO patents with 853,638 reactions. Task: Predict the reaction yield, written as a fraction of the theoretical maximum amount of product (1.0 means a 100% yield; for example, 0.34 means a 34% yield). (1) The yield is 0.460. The reactants are Br.[CH3:2][O:3][C:4]1[CH:9]=[CH:8][CH:7]=[CH:6][C:5]=1[C:10]1[N:18]2[C:13]([S:14][CH2:15][C:16]([C:19]3[CH:24]=[CH:23][C:22]([OH:25])=[CH:21][CH:20]=3)=[N:17]2)=[N:12][N:11]=1.Cl.Cl[CH2:28][CH2:29][N:30]([CH3:32])[CH3:31].C(=O)([O-])[O-].[K+].[K+]. The catalyst is CC(C)=O. The product is [CH3:2][O:3][C:4]1[CH:9]=[CH:8][CH:7]=[CH:6][C:5]=1[C:10]1[N:18]2[C:13]([S:14][CH2:15][C:16]([C:19]3[CH:24]=[CH:23][C:22]([O:25][CH2:28][CH2:29][N:30]([CH3:32])[CH3:31])=[CH:21][CH:20]=3)=[N:17]2)=[N:12][N:11]=1. (2) The reactants are [CH3:1][C:2]1[CH:7]=[CH:6][C:5]([S:8]([O:11][CH2:12][CH:13]2[CH2:17][C:16]3[C:18](Br)=[CH:19][CH:20]=[CH:21][C:15]=3[O:14]2)(=[O:10])=[O:9])=[CH:4][CH:3]=1.[CH3:23][C:24]1[CH:29]=[CH:28][CH:27]=[C:26]([CH3:30])[C:25]=1B(O)O.O.O.O.O.O.O.O.O.[OH-].[Ba+2].[OH-].CC1C=CC(S(OCC2CC3C=CC=C(C4C=C(C(F)(F)F)C=C(C(F)(F)F)C=4)C=3O2)(=O)=O)=CC=1. The catalyst is C1C=CC([P]([Pd]([P](C2C=CC=CC=2)(C2C=CC=CC=2)C2C=CC=CC=2)([P](C2C=CC=CC=2)(C2C=CC=CC=2)C2C=CC=CC=2)[P](C2C=CC=CC=2)(C2C=CC=CC=2)C2C=CC=CC=2)(C2C=CC=CC=2)C2C=CC=CC=2)=CC=1. The product is [CH3:1][C:2]1[CH:7]=[CH:6][C:5]([S:8]([O:11][CH2:12][CH:13]2[CH2:17][C:16]3[C:18]([C:25]4[C:26]([CH3:30])=[CH:27][CH:28]=[CH:29][C:24]=4[CH3:23])=[CH:19][CH:20]=[CH:21][C:15]=3[O:14]2)(=[O:10])=[O:9])=[CH:4][CH:3]=1. The yield is 0.710. (3) The reactants are [H-].[Na+].[CH3:3][O:4][C:5](=[O:11])[C:6]([CH3:10])([CH3:9])[CH2:7][OH:8].I[CH2:13][CH3:14]. The catalyst is CN(C=O)C. The product is [CH3:3][O:4][C:5](=[O:11])[C:6]([CH3:10])([CH3:9])[CH2:7][O:8][CH2:13][CH3:14]. The yield is 1.00. (4) The reactants are [Cl:1][C:2]1[CH:7]=[CH:6][C:5]([C:8]2([OH:29])[C:16]3[C:11](=[CH:12][CH:13]=[CH:14][CH:15]=3)[C:10](=[O:17])[N:9]2[CH2:18][CH2:19][C:20]2[CH:25]=[CH:24][C:23]([N+:26]([O-:28])=[O:27])=[CH:22][CH:21]=2)=[CH:4][CH:3]=1.[CH2:30](O)[CH2:31][CH2:32][CH2:33][OH:34]. No catalyst specified. The product is [Cl:1][C:2]1[CH:7]=[CH:6][C:5]([C:8]2([O:29][CH2:30][CH2:31][CH2:32][CH2:33][OH:34])[C:16]3[C:11](=[CH:12][CH:13]=[CH:14][CH:15]=3)[C:10](=[O:17])[N:9]2[CH2:18][CH2:19][C:20]2[CH:25]=[CH:24][C:23]([N+:26]([O-:28])=[O:27])=[CH:22][CH:21]=2)=[CH:4][CH:3]=1. The yield is 0.630. (5) The reactants are [N:1]1([C:7]2[C:8]3[N:16]=[C:15]([Cl:17])[CH:14]=[CH:13][C:9]=3[N:10]=[CH:11][N:12]=2)[CH2:6][CH2:5][NH:4][CH2:3][CH2:2]1.[Cl:18][C:19]1[CH:20]=[C:21]([N:25]=[C:26]=[O:27])[CH:22]=[CH:23][CH:24]=1. No catalyst specified. The product is [Cl:18][C:19]1[CH:20]=[C:21]([NH:25][C:26]([CH:2]2[CH2:3][NH:4][CH2:5][CH2:6][N:1]2[C:7]2[C:8]3[N:16]=[C:15]([Cl:17])[CH:14]=[CH:13][C:9]=3[N:10]=[CH:11][N:12]=2)=[O:27])[CH:22]=[CH:23][CH:24]=1. The yield is 0.990. (6) The reactants are [F:1][C:2]1[CH:3]=[C:4]([C:11]2[C:15]([C:16]3[CH:21]=[CH:20][CH:19]=[CH:18][CH:17]=3)=[CH:14][S:13][C:12]=2[C:22]([O:24][CH3:25])=[O:23])[CH:5]=[CH:6][C:7]=1[S:8]([CH3:10])=O.[C:26]([O-:29])(=[O:28])[CH3:27].[Na+].C(OCC)C. The catalyst is C(OC(=O)C)(=O)C. The product is [C:26]([O:29][CH2:10][S:8][C:7]1[CH:6]=[CH:5][C:4]([C:11]2[C:15]([C:16]3[CH:21]=[CH:20][CH:19]=[CH:18][CH:17]=3)=[CH:14][S:13][C:12]=2[C:22]([O:24][CH3:25])=[O:23])=[CH:3][C:2]=1[F:1])(=[O:28])[CH3:27]. The yield is 0.620. (7) The reactants are [Cl:1][C:2]1[CH:3]=[C:4]2[CH:10]=[CH:9][NH:8][C:5]2=[N:6][CH:7]=1.[Al+3].[Cl-].[Cl-].[Cl-].Cl[C:16](=[O:22])[C:17]([O:19][CH2:20][CH3:21])=[O:18].CCO. The catalyst is C(Cl)Cl. The product is [Cl:1][C:2]1[CH:3]=[C:4]2[C:10]([C:16](=[O:22])[C:17]([O:19][CH2:20][CH3:21])=[O:18])=[CH:9][NH:8][C:5]2=[N:6][CH:7]=1. The yield is 0.230.